Predict the reaction yield, written as a fraction of the theoretical maximum amount of product (1.0 means a 100% yield; for example, 0.34 means a 34% yield). From a dataset of Reaction yield outcomes from USPTO patents with 853,638 reactions. The reactants are C(O)(C(F)(F)F)=O.[OH:8][C:9]1[CH:18]=[C:17]2[C:12]([CH:13]=[CH:14][C:15]([O:19][CH2:20][CH2:21][CH2:22][NH:23]C(=O)OC(C)(C)C)=[CH:16]2)=[CH:11][C:10]=1[C:31]1[N:32]=[N:33][C:34]([N:37]([CH3:48])[CH:38]2[CH2:43][C:42]([CH3:45])([CH3:44])[NH:41][C:40]([CH3:47])([CH3:46])[CH2:39]2)=[CH:35][CH:36]=1. The catalyst is C(Cl)Cl.CO. The yield is 0.750. The product is [NH2:23][CH2:22][CH2:21][CH2:20][O:19][C:15]1[CH:16]=[C:17]2[C:12]([CH:11]=[C:10]([C:31]3[N:32]=[N:33][C:34]([N:37]([CH3:48])[CH:38]4[CH2:43][C:42]([CH3:44])([CH3:45])[NH:41][C:40]([CH3:47])([CH3:46])[CH2:39]4)=[CH:35][CH:36]=3)[C:9]([OH:8])=[CH:18]2)=[CH:13][CH:14]=1.